This data is from Reaction yield outcomes from USPTO patents with 853,638 reactions. The task is: Predict the reaction yield, written as a fraction of the theoretical maximum amount of product (1.0 means a 100% yield; for example, 0.34 means a 34% yield). The reactants are [Li]CCCC.[F:6][C:7]1[CH:12]=[CH:11][C:10]([C:13]2[O:14][CH:15]=[CH:16][N:17]=2)=[CH:9][CH:8]=1.[C:18]([C:21]1[CH:26]=[CH:25][N:24]=[CH:23][CH:22]=1)(=[O:20])[CH3:19]. The catalyst is C1COCC1. The product is [F:6][C:7]1[CH:8]=[CH:9][C:10]([C:13]2[O:14][C:15]([C:18]([C:21]3[CH:26]=[CH:25][N:24]=[CH:23][CH:22]=3)([OH:20])[CH3:19])=[CH:16][N:17]=2)=[CH:11][CH:12]=1. The yield is 0.820.